From a dataset of Forward reaction prediction with 1.9M reactions from USPTO patents (1976-2016). Predict the product of the given reaction. (1) Given the reactants [Cl:1][C:2]1[CH:3]=[C:4]([OH:8])[CH:5]=[CH:6][CH:7]=1.C(=O)([O-])[O-].[K+].[K+].[F:15][C:16]1[CH:17]=[N:18][C:19]([N:26]2[CH2:29][CH:28](OS(C)(=O)=O)[CH2:27]2)=[C:20]([CH:25]=1)[C:21]([O:23]C)=[O:22].[OH-].[Na+], predict the reaction product. The product is: [Cl:1][C:2]1[CH:3]=[C:4]([CH:5]=[CH:6][CH:7]=1)[O:8][CH:28]1[CH2:29][N:26]([C:19]2[N:18]=[CH:17][C:16]([F:15])=[CH:25][C:20]=2[C:21]([OH:23])=[O:22])[CH2:27]1. (2) Given the reactants [CH3:1][NH:2][C:3]1([C:8]#[N:9])[CH2:7][CH2:6][CH2:5][CH2:4]1.[N:10]1[CH:15]=[CH:14][C:13]([CH2:16]CN)=[CH:12][CH:11]=1.C1(=O)CCCC1, predict the reaction product. The product is: [N:10]1[CH:15]=[CH:14][C:13]([CH2:16][CH2:1][NH:2][C:3]2([C:8]#[N:9])[CH2:7][CH2:6][CH2:5][CH2:4]2)=[CH:12][CH:11]=1. (3) The product is: [Cl:1][C:2]1[CH:3]=[C:4]([NH2:5])[CH:6]=[CH:7][C:8]=1[C:14]1[CH:15]=[CH:16][C:11]([Cl:10])=[CH:12][C:13]=1[CH3:20]. Given the reactants [Cl:1][C:2]1[CH:3]=[C:4]([CH:6]=[CH:7][C:8]=1I)[NH2:5].[Cl:10][C:11]1[CH:16]=[CH:15][C:14](B(O)O)=[C:13]([CH3:20])[CH:12]=1.C([O-])([O-])=O.[K+].[K+].O, predict the reaction product. (4) Given the reactants [H-].[Na+].[OH:3][C@H:4]1[CH2:9][CH2:8][CH2:7][C@@H:6]([O:10][CH2:11][C:12]2[CH:21]=[CH:20][CH:19]=[C:18]([CH3:22])[C:13]=2[C:14]([O:16][CH3:17])=[O:15])[CH2:5]1.I[C:24]1[NH:25][C:26](C)([C:30]2[CH:39]=[CH:38][C:37]3[C:32](=[CH:33][CH:34]=[CH:35][CH:36]=3)[CH:31]=2)[O:27][C:28]=1[CH3:29].[C:41](OC)(C)(C)C, predict the reaction product. The product is: [CH3:22][C:18]1[CH:19]=[CH:20][CH:21]=[C:12]([CH2:11][O:10][C@@H:6]2[CH2:7][CH2:8][CH2:9][C@H:4]([O:3][CH2:41][C:24]3[N:25]=[C:26]([C:30]4[CH:39]=[CH:38][C:37]5[C:32](=[CH:33][CH:34]=[CH:35][CH:36]=5)[CH:31]=4)[O:27][C:28]=3[CH3:29])[CH2:5]2)[C:13]=1[C:14]([O:16][CH3:17])=[O:15]. (5) Given the reactants ClC1C(N2CC(COC3C(C4CC4)=CC(C(OC)=O)=C(F)C=3)(C)C2)=NC=C(C(F)(F)F)C=1.[CH:33]1([C:36]2[C:37]([O:47][C@@H:48]3[CH2:53][CH2:52][CH2:51][N:50]([C:54]([C:57]4[CH:62]=[C:61]([Cl:63])[CH:60]=[C:59]([Cl:64])[CH:58]=4)([CH3:56])[CH3:55])[CH2:49]3)=[CH:38][C:39]([F:46])=[C:40]([CH:45]=2)[C:41]([O:43]C)=[O:42])[CH2:35][CH2:34]1, predict the reaction product. The product is: [CH:33]1([C:36]2[C:37]([O:47][C@@H:48]3[CH2:53][CH2:52][CH2:51][N:50]([C:54]([C:57]4[CH:62]=[C:61]([Cl:63])[CH:60]=[C:59]([Cl:64])[CH:58]=4)([CH3:56])[CH3:55])[CH2:49]3)=[CH:38][C:39]([F:46])=[C:40]([CH:45]=2)[C:41]([OH:43])=[O:42])[CH2:35][CH2:34]1. (6) Given the reactants [C:1]([O:5][C:6]([N:8]([CH2:37][CH2:38][C:39]1[CH:44]=[CH:43][CH:42]=[CH:41][N:40]=1)[C:9]1[CH:36]=[CH:35][C:12]([NH:13][C:14]([C:16]2[CH:21]=[CH:20][CH:19]=[CH:18][C:17]=2[C:22]2[CH:27]=[CH:26][C:25]([O:28][CH2:29][C:30]([O:32]CC)=[O:31])=[CH:24][CH:23]=2)=[O:15])=[CH:11][CH:10]=1)=[O:7])([CH3:4])([CH3:3])[CH3:2].[OH-].[Li+].S([O-])(O)(=O)=O.[K+], predict the reaction product. The product is: [C:1]([O:5][C:6]([N:8]([CH2:37][CH2:38][C:39]1[CH:44]=[CH:43][CH:42]=[CH:41][N:40]=1)[C:9]1[CH:10]=[CH:11][C:12]([NH:13][C:14]([C:16]2[CH:21]=[CH:20][CH:19]=[CH:18][C:17]=2[C:22]2[CH:27]=[CH:26][C:25]([O:28][CH2:29][C:30]([OH:32])=[O:31])=[CH:24][CH:23]=2)=[O:15])=[CH:35][CH:36]=1)=[O:7])([CH3:4])([CH3:2])[CH3:3]. (7) Given the reactants [NH2:1][S:2]([C:5]1[C:6]([Cl:15])=[CH:7][C:8]([F:14])=[C:9]([CH:13]=1)[C:10]([OH:12])=[O:11])(=[O:4])=[O:3].[CH3:16]O, predict the reaction product. The product is: [NH2:1][S:2]([C:5]1[C:6]([Cl:15])=[CH:7][C:8]([F:14])=[C:9]([CH:13]=1)[C:10]([O:12][CH3:16])=[O:11])(=[O:3])=[O:4]. (8) Given the reactants [Br:1][C:2]1[CH:3]=[C:4]([C:7]([OH:9])=O)[S:5][CH:6]=1.COC(Cl)[Cl:13], predict the reaction product. The product is: [Br:1][C:2]1[CH:3]=[C:4]([C:7]([Cl:13])=[O:9])[S:5][CH:6]=1.